From a dataset of Forward reaction prediction with 1.9M reactions from USPTO patents (1976-2016). Predict the product of the given reaction. (1) The product is: [F:12][C:11]([F:14])([F:13])[C:10]([NH:9][C:5]1[CH:6]=[C:7]([CH3:8])[C:2]([CH:29]=[O:30])=[C:3]([CH3:16])[CH:4]=1)=[O:15]. Given the reactants Br[C:2]1[C:7]([CH3:8])=[CH:6][C:5]([NH:9][C:10](=[O:15])[C:11]([F:14])([F:13])[F:12])=[CH:4][C:3]=1[CH3:16].[Li]C.[Li+].[Br-].[Li]C(CC)C.CN([CH:29]=[O:30])C, predict the reaction product. (2) Given the reactants C1COCC1.[C:6]1([CH3:14])[CH:11]=[CH:10][C:9]([Mg]Br)=[CH:8][CH:7]=1.C1(P(C2CCCCC2)C2CCCCC2)CCCCC1.CO[C:36]1[CH:37]=[C:38]2[C:43](=[CH:44][CH:45]=1)[CH2:42][CH2:41][CH2:40][CH2:39]2, predict the reaction product. The product is: [CH3:14][C:6]1[CH:11]=[CH:10][C:9]([C:36]2[CH:37]=[C:38]3[C:43](=[CH:44][CH:45]=2)[CH2:42][CH2:41][CH2:40][CH2:39]3)=[CH:8][CH:7]=1. (3) Given the reactants [C:1]([C:5]1[N:10]=[C:9]([O:11][CH3:12])[N:8]=[C:7]([O:13][CH:14]2[CH2:18][CH:17]([C:19](O)=[O:20])[CH:16]([C:22](=[O:34])[NH:23][C:24]3([C:29]([O:31][CH2:32][CH3:33])=[O:30])[CH2:26][CH:25]3[CH:27]=[CH2:28])[CH2:15]2)[CH:6]=1)([CH3:4])([CH3:3])[CH3:2].CCN(C(C)C)C(C)C.[CH3:44][NH:45][CH:46]=[CH:47][CH2:48][CH2:49][CH2:50][CH3:51].CN(C(ON1N=NC2C=CC=NC1=2)=[N+](C)C)C.F[P-](F)(F)(F)(F)F, predict the reaction product. The product is: [CH2:32]([O:31][C:29]([C:24]1([NH:23][C:22]([CH:16]2[CH2:15][CH:14]([O:13][C:7]3[CH:6]=[C:5]([C:1]([CH3:2])([CH3:3])[CH3:4])[N:10]=[C:9]([O:11][CH3:12])[N:8]=3)[CH2:18][CH:17]2[C:19](=[O:20])[N:45]([CH2:46][CH2:47][CH2:48][CH2:49][CH:50]=[CH2:51])[CH3:44])=[O:34])[CH2:26][CH:25]1[CH:27]=[CH2:28])=[O:30])[CH3:33]. (4) Given the reactants [CH:1]1([N:6]2[C:10]3[N:11]=[C:12]([NH2:15])[N:13]=[CH:14][C:9]=3[C:8]3[CH:16]=[CH:17][N:18]=[C:19]([F:20])[C:7]2=3)[CH2:5][CH2:4][CH2:3][CH2:2]1.Cl[C:22]1[N:27]=[CH:26][C:25]([N:28]2[CH2:33][CH:32]([CH3:34])[NH:31][CH:30]([CH3:35])[CH2:29]2)=[CH:24][CH:23]=1.C1(P(C2C=CC=CC=2)C2C3OC4C(=CC=CC=4P(C4C=CC=CC=4)C4C=CC=CC=4)C(C)(C)C=3C=CC=2)C=CC=CC=1.CC(C)([O-])C.[Na+].Cl, predict the reaction product. The product is: [CH:1]1([N:6]2[C:10]3[N:11]=[C:12]([NH:15][C:22]4[CH:23]=[CH:24][C:25]([N:28]5[CH2:33][CH:32]([CH3:34])[NH:31][CH:30]([CH3:35])[CH2:29]5)=[CH:26][N:27]=4)[N:13]=[CH:14][C:9]=3[C:8]3[CH:16]=[CH:17][N:18]=[C:19]([F:20])[C:7]2=3)[CH2:2][CH2:3][CH2:4][CH2:5]1. (5) Given the reactants [Br:1][C:2]1[CH:3]=[C:4]2[C:9](=[CH:10][CH:11]=1)[O:8][CH2:7][C:6]([CH3:13])([CH3:12])[C:5]2=O.[CH3:15][C:16]([S:19]([NH2:21])=[O:20])([CH3:18])[CH3:17], predict the reaction product. The product is: [Br:1][C:2]1[CH:3]=[C:4]2[C:9](=[CH:10][CH:11]=1)[O:8][CH2:7][C:6]([CH3:13])([CH3:12])[C:5]2=[N:21][S:19]([C:16]([CH3:18])([CH3:17])[CH3:15])=[O:20]. (6) Given the reactants [S:1]1[CH:5]=[CH:4][CH:3]=[CH:2]1.C([Li])CCC.Br[CH2:12][CH:13]([CH2:18][CH3:19])[CH2:14][CH2:15][CH2:16][CH3:17], predict the reaction product. The product is: [CH2:18]([CH:13]([CH2:14][CH2:15][CH2:16][CH3:17])[CH2:12][C:2]1[S:1][CH:5]=[CH:4][CH:3]=1)[CH3:19]. (7) The product is: [Cl:1][C:2]1[CH:3]=[CH:4][C:5]([O:18][C@@H:19]2[CH2:20][C@H:21]([C:23]([OH:25])=[O:24])[CH2:22]2)=[C:6]2[C:11]=1[NH:10][C:9](=[O:12])[NH:8][C:7]12[CH2:17][CH2:16][CH2:15][CH2:14][CH2:13]1. Given the reactants [Cl:1][C:2]1[CH:3]=[CH:4][C:5]([O:18][C@H:19]2[CH2:22][C@H:21]([C:23]([OH:25])=[O:24])[CH2:20]2)=[C:6]2[C:11]=1[NH:10][C:9](=[O:12])[NH:8][C:7]12[CH2:17][CH2:16][CH2:15][CH2:14][CH2:13]1.FC1C=CC(OCC2CC(C(O)=O)C2)=C2C=1NC(=O)NC12CCCCC1.C(C1C=CC(O[C@H]2C[C@H](C(O)=O)C2)=C2C=1NC(=O)NC12CCCCC1)#N.FC1C=CC(OCC2(C(O)=O)CCC2)=C2C=1NC(=O)NC12CCCCC1, predict the reaction product. (8) Given the reactants [O:1]=[CH:2][C:3]1[CH:11]=[CH:10][C:7]([O:8][CH3:9])=[C:5]([OH:6])[CH:4]=1.C(N(C(C)C)CC)(C)C.[Si:21](Cl)([C:24]([CH3:27])([CH3:26])[CH3:25])([CH3:23])[CH3:22].O1CCCC1, predict the reaction product. The product is: [Si:21]([O:6][C:5]1[CH:4]=[C:3]([CH:11]=[CH:10][C:7]=1[O:8][CH3:9])[CH:2]=[O:1])([C:24]([CH3:27])([CH3:26])[CH3:25])([CH3:23])[CH3:22]. (9) Given the reactants [CH2:1]([O:8][C:9]1[C:10]([CH3:17])=[CH:11][C:12]([Br:16])=[C:13]([NH2:15])[CH:14]=1)[C:2]1[CH:7]=[CH:6][CH:5]=[CH:4][CH:3]=1.[C:18]([N:26]=[C:27]=[S:28])(=[O:25])[C:19]1[CH:24]=[CH:23][CH:22]=[CH:21][CH:20]=1, predict the reaction product. The product is: [C:18]([NH:26][C:27]([NH:15][C:13]1[CH:14]=[C:9]([O:8][CH2:1][C:2]2[CH:3]=[CH:4][CH:5]=[CH:6][CH:7]=2)[C:10]([CH3:17])=[CH:11][C:12]=1[Br:16])=[S:28])(=[O:25])[C:19]1[CH:24]=[CH:23][CH:22]=[CH:21][CH:20]=1. (10) The product is: [C:34]([NH:38][C:31]([C:28]1[CH2:27][CH2:26][NH:25][C:24]2[N:23]=[CH:22][N:21]=[C:20]([NH:19][C:4]3[CH:5]=[CH:6][C:7]([O:8][C:9]4[CH:14]=[CH:13][CH:12]=[C:11]([C:15]([F:18])([F:16])[F:17])[CH:10]=4)=[C:2]([Cl:1])[CH:3]=3)[C:30]=2[CH:29]=1)=[O:32])([CH3:37])([CH3:36])[CH3:35]. Given the reactants [Cl:1][C:2]1[CH:3]=[C:4]([NH:19][C:20]2[C:30]3[CH:29]=[C:28]([C:31](O)=[O:32])[CH2:27][CH2:26][NH:25][C:24]=3[N:23]=[CH:22][N:21]=2)[CH:5]=[CH:6][C:7]=1[O:8][C:9]1[CH:14]=[CH:13][CH:12]=[C:11]([C:15]([F:18])([F:17])[F:16])[CH:10]=1.[C:34]([NH2:38])([CH3:37])([CH3:36])[CH3:35].ON1C2C=CC=CC=2N=N1.Cl.C(N=C=NCCCN(C)C)C, predict the reaction product.